This data is from Forward reaction prediction with 1.9M reactions from USPTO patents (1976-2016). The task is: Predict the product of the given reaction. (1) Given the reactants [NH:1]1[CH2:6][CH2:5][CH2:4][CH2:3][CH2:2]1.[CH2:7]=[C:8]1[O:11][C:10](=[O:12])[CH2:9]1, predict the reaction product. The product is: [N:1]1([C:10](=[O:12])[CH2:9][C:8](=[O:11])[CH3:7])[CH2:6][CH2:5][CH2:4][CH2:3][CH2:2]1. (2) Given the reactants [CH3:1][Mg]Br.[C:4]([O:8][C:9]([N:11]([CH2:19][C:20]([OH:22])=[O:21])[CH2:12][C:13](N(OC)C)=[O:14])=[O:10])([CH3:7])([CH3:6])[CH3:5].[Cl-].[NH4+].O, predict the reaction product. The product is: [C:4]([O:8][C:9]([N:11]([CH2:12][C:13](=[O:14])[CH3:1])[CH2:19][C:20]([OH:22])=[O:21])=[O:10])([CH3:7])([CH3:6])[CH3:5]. (3) The product is: [CH:1]1([C:4]2[CH:9]=[CH:8][N:7]=[CH:6][C:5]=2[N:10]2[CH2:14][CH2:13][N:12]([C:17]3[CH:22]=[CH:21][N:20]=[C:19]([CH:23]4[CH2:25][CH2:24]4)[N:18]=3)[C:11]2=[O:15])[CH2:3][CH2:2]1. Given the reactants [CH:1]1([C:4]2[CH:9]=[CH:8][N:7]=[CH:6][C:5]=2[N:10]2[CH2:14][CH2:13][NH:12][C:11]2=[O:15])[CH2:3][CH2:2]1.Cl[C:17]1[CH:22]=[CH:21][N:20]=[C:19]([CH:23]2[CH2:25][CH2:24]2)[N:18]=1.C1(P(C2CCCCC2)C2C=CC=CC=2C2C(C(C)C)=CC(C(C)C)=CC=2C(C)C)CCCCC1.C(=O)([O-])[O-].[Cs+].[Cs+], predict the reaction product. (4) Given the reactants [CH3:1][C:2]1[CH:29]=[CH:28][C:5]([CH2:6][O:7][C:8]([N:10]2[CH2:15][CH2:14][CH:13]([CH2:16][NH:17][C:18]([C:20]3[NH:24][N:23]=[C:22]([C:25](O)=[O:26])[CH:21]=3)=[O:19])[CH2:12][CH2:11]2)=[O:9])=[CH:4][CH:3]=1, predict the reaction product. The product is: [OH:26][CH2:25][C:22]1[CH:21]=[C:20]([C:18]([NH:17][CH2:16][CH:13]2[CH2:14][CH2:15][N:10]([C:8]([O:7][CH2:6][C:5]3[CH:28]=[CH:29][C:2]([CH3:1])=[CH:3][CH:4]=3)=[O:9])[CH2:11][CH2:12]2)=[O:19])[NH:24][N:23]=1. (5) Given the reactants [CH3:1][C:2]1([CH3:15])[O:11][C:10]2[C:5](=[CH:6][C:7]([C:12]#[N:13])=[CH:8][CH:9]=2)[CH:4]2[O:14][CH:3]12.[F:16][C:17]1[CH:22]=[CH:21][C:20]([N:23]2[CH2:28][CH2:27][NH:26][CH2:25][CH2:24]2)=[CH:19][CH:18]=1, predict the reaction product. The product is: [F:16][C:17]1[CH:18]=[CH:19][C:20]([N:23]2[CH2:28][CH2:27][N:26]([CH:4]3[C:5]4[C:10](=[CH:9][CH:8]=[C:7]([C:12]#[N:13])[CH:6]=4)[O:11][C:2]([CH3:15])([CH3:1])[CH:3]3[OH:14])[CH2:25][CH2:24]2)=[CH:21][CH:22]=1. (6) Given the reactants C(O[C:6](=O)[NH:7][C@H:8]([C:10]1[N:14]([C:15]2[CH:16]=[N:17][CH:18]=[C:19]([F:21])[CH:20]=2)[C:13]2[CH:22]=[C:23]([F:26])[CH:24]=[CH:25][C:12]=2[N:11]=1)[CH3:9])(C)(C)C.[NH2:28][C:29]1[C:34]([C:35]#[N:36])=C(Cl)[N:32]=[CH:31][N:30]=1.CCN(C(C)C)C(C)C, predict the reaction product. The product is: [NH2:28][C:29]1[C:34]([C:35]#[N:36])=[C:6]([NH:7][C@H:8]([C:10]2[N:14]([C:15]3[CH:16]=[N:17][CH:18]=[C:19]([F:21])[CH:20]=3)[C:13]3[CH:22]=[C:23]([F:26])[CH:24]=[CH:25][C:12]=3[N:11]=2)[CH3:9])[N:32]=[CH:31][N:30]=1.